This data is from Reaction yield outcomes from USPTO patents with 853,638 reactions. The task is: Predict the reaction yield, written as a fraction of the theoretical maximum amount of product (1.0 means a 100% yield; for example, 0.34 means a 34% yield). (1) The reactants are C1(C)C=CC=CC=1P(C1C=CC=CC=1C)C1C=CC=CC=1C.FC(F)(F)S([C:28]1[CH:36]=[CH:35][CH:34]=[C:33]2[C:29]=1[CH:30]=[CH:31][NH:32]2)(=O)=O.[CH3:39][O:40][N:41]([CH3:46])[C:42](=[O:45])[CH:43]=[CH2:44].C(N(CC)CC)C. The catalyst is CN(C=O)C.[Pd].[Pd].C(=CC(C=CC1C=CC=CC=1)=O)C1C=CC=CC=1.C(=CC(C=CC1C=CC=CC=1)=O)C1C=CC=CC=1.C(=CC(C=CC1C=CC=CC=1)=O)C1C=CC=CC=1. The product is [NH:32]1[C:33]2[C:29](=[CH:28][CH:36]=[C:35]([CH:44]=[CH:43][C:42]([N:41]([O:40][CH3:39])[CH3:46])=[O:45])[CH:34]=2)[CH:30]=[CH:31]1. The yield is 0.390. (2) The reactants are C([C@@H]([C@H](C(O)=O)O)O)(O)=O.[Cl:11][C:12]1[CH:22]=[CH:21][C:15]2[CH2:16][CH2:17][NH:18][CH2:19][CH2:20][C:14]=2[C:13]=1[C:23]#[C:24][C:25]1[N:26]=[N:27][CH:28]=[CH:29][CH:30]=1.[C:31]([O:35][C:36](N1CCC2C(C#CN3C=CC=CN3)=C(Cl)C=CC=2CC1)=[O:37])([CH3:34])([CH3:33])[CH3:32]. No catalyst specified. The product is [C:31]([O:35][C:36]([N:18]1[CH2:19][CH2:20][C:14]2[C:13]([C:23]#[C:24][C:25]3[N:26]=[N:27][CH:28]=[CH:29][CH:30]=3)=[C:12]([Cl:11])[CH:22]=[CH:21][C:15]=2[CH2:16][CH2:17]1)=[O:37])([CH3:34])([CH3:33])[CH3:32]. The yield is 0.510.